This data is from Reaction yield outcomes from USPTO patents with 853,638 reactions. The task is: Predict the reaction yield, written as a fraction of the theoretical maximum amount of product (1.0 means a 100% yield; for example, 0.34 means a 34% yield). (1) The reactants are [NH2:1][C:2](=[O:34])[C@@H:3]([NH:12][C:13](=[O:33])[C@@H:14]([NH:16][C:17](=[O:32])[C@@H:18]([NH:20][C:21](=[O:31])[CH2:22][NH:23][C:24]1[S:25][C:26]([CH:29]=[O:30])=[CH:27][N:28]=1)[CH3:19])[CH3:15])[CH2:4][C:5]1[CH:10]=[CH:9][C:8]([OH:11])=[CH:7][CH:6]=1.[BH4-].[Na+]. The catalyst is CCO.O. The product is [NH2:1][C:2](=[O:34])[C@@H:3]([NH:12][C:13](=[O:33])[C@@H:14]([NH:16][C:17](=[O:32])[C@@H:18]([NH:20][C:21](=[O:31])[CH2:22][NH:23][C:24]1[S:25][C:26]([CH2:29][OH:30])=[CH:27][N:28]=1)[CH3:19])[CH3:15])[CH2:4][C:5]1[CH:6]=[CH:7][C:8]([OH:11])=[CH:9][CH:10]=1. The yield is 1.00. (2) The reactants are Cl[C:2]1[N:7]=[N:6][C:5]([N:8]2[C:12]([C:14]([F:17])([F:16])[F:15])(O)[CH2:11][C:10]([C:18]3[CH:19]=[N:20][CH:21]=[CH:22][CH:23]=3)=[N:9]2)=[CH:4][CH:3]=1.[NH3:24]. The catalyst is CO. The product is [N:20]1[CH:21]=[CH:22][CH:23]=[C:18]([C:10]2[CH:11]=[C:12]([C:14]([F:17])([F:16])[F:15])[N:8]([C:5]3[N:6]=[N:7][C:2]([NH2:24])=[CH:3][CH:4]=3)[N:9]=2)[CH:19]=1. The yield is 0.680. (3) The reactants are [CH3:1][C:2]1[O:3][C:4]([C:24]2[CH:29]=[CH:28][CH:27]=[CH:26][CH:25]=2)=[CH:5][C:6]=1[CH:7]([CH:18]1[CH2:23][CH2:22][O:21][CH2:20][CH2:19]1)[O:8][C:9]1[CH:17]=[CH:16][C:12]([C:13]([OH:15])=O)=[CH:11][CH:10]=1.[CH3:30][NH:31][CH2:32][CH2:33][C:34]([O:36]CC)=[O:35].Cl.C(N=C=NCCCN(C)C)C.O.OC1C2N=NNC=2C=CC=1. The catalyst is CN(C)C=O.C(OCC)(=O)C.C(N(CC)CC)C. The product is [CH3:30][N:31]([C:13]([C:12]1[CH:11]=[CH:10][C:9]([O:8][CH:7]([C:6]2[CH:5]=[C:4]([C:24]3[CH:25]=[CH:26][CH:27]=[CH:28][CH:29]=3)[O:3][C:2]=2[CH3:1])[CH:18]2[CH2:23][CH2:22][O:21][CH2:20][CH2:19]2)=[CH:17][CH:16]=1)=[O:15])[CH2:32][CH2:33][C:34]([OH:36])=[O:35]. The yield is 0.290. (4) The reactants are [CH3:1][N:2]([CH2:26][CH2:27][NH:28]C(=O)OC(C)(C)C)[C:3](=[O:25])[CH2:4][CH2:5]/[CH:6]=[CH:7]\[CH2:8]/[CH:9]=[CH:10]\[CH2:11]/[CH:12]=[CH:13]\[CH2:14]/[CH:15]=[CH:16]\[CH2:17]/[CH:18]=[CH:19]\[CH2:20]/[CH:21]=[CH:22]\[CH2:23][CH3:24].C(O)(C(F)(F)F)=O.C([O-])([O-])=O.[Na+].[Na+]. The catalyst is ClCCl. The product is [NH2:28][CH2:27][CH2:26][N:2]([CH3:1])[C:3](=[O:25])[CH2:4][CH2:5]/[CH:6]=[CH:7]\[CH2:8]/[CH:9]=[CH:10]\[CH2:11]/[CH:12]=[CH:13]\[CH2:14]/[CH:15]=[CH:16]\[CH2:17]/[CH:18]=[CH:19]\[CH2:20]/[CH:21]=[CH:22]\[CH2:23][CH3:24]. The yield is 0.970. (5) The reactants are [CH3:1][C:2]1[N:3]=[CH:4][C:5]([NH2:8])=[N:6][CH:7]=1.[C:9](Cl)(=[O:11])[CH3:10]. The catalyst is C1COCC1. The product is [CH3:1][C:2]1[N:3]=[CH:4][C:5]([NH:8][C:9](=[O:11])[CH3:10])=[N:6][CH:7]=1. The yield is 0.860. (6) The reactants are [Si:1]([O:18][CH2:19][C:20]1[CH:29]=[CH:28][C:23]2[NH:24][C:25](=[O:27])[O:26][C:22]=2[CH:21]=1)([C:14]([CH3:17])([CH3:16])[CH3:15])([C:8]1[CH:13]=[CH:12][CH:11]=[CH:10][CH:9]=1)[C:2]1[CH:7]=[CH:6][CH:5]=[CH:4][CH:3]=1.C(=O)([O-])[O-].[K+].[K+].Br[CH2:37][CH2:38][OH:39].C(Cl)Cl. The catalyst is CN(C=O)C.CCOCC. The product is [Si:1]([O:18][CH2:19][C:20]1[CH:29]=[CH:28][C:23]2[N:24]([CH2:37][CH2:38][OH:39])[C:25](=[O:27])[O:26][C:22]=2[CH:21]=1)([C:14]([CH3:17])([CH3:15])[CH3:16])([C:8]1[CH:9]=[CH:10][CH:11]=[CH:12][CH:13]=1)[C:2]1[CH:7]=[CH:6][CH:5]=[CH:4][CH:3]=1. The yield is 0.440. (7) The reactants are [F:1][C:2]([F:17])([F:16])[C:3]1[CH:8]=[CH:7][C:6]([N:9]2[CH2:14][CH2:13][CH:12]([OH:15])[CH2:11][CH2:10]2)=[CH:5][CH:4]=1.[H-].[Na+].Cl[C:21]1[N:26]=[C:25]([C:27]([NH:29][CH:30]2[CH2:35][CH2:34][N:33]([CH2:36][C:37]3[CH:42]=[CH:41][N:40]=[CH:39][CH:38]=3)[CH2:32][CH2:31]2)=[O:28])[CH:24]=[CH:23][CH:22]=1.C(Cl)Cl. The catalyst is CN(C=O)C.C(OCC)C.CO.C(Cl)Cl. The product is [N:40]1[CH:39]=[CH:38][C:37]([CH2:36][N:33]2[CH2:34][CH2:35][CH:30]([NH:29][C:27](=[O:28])[C:25]3[CH:24]=[CH:23][CH:22]=[C:21]([O:15][CH:12]4[CH2:13][CH2:14][N:9]([C:6]5[CH:5]=[CH:4][C:3]([C:2]([F:1])([F:16])[F:17])=[CH:8][CH:7]=5)[CH2:10][CH2:11]4)[N:26]=3)[CH2:31][CH2:32]2)=[CH:42][CH:41]=1. The yield is 0.250. (8) The reactants are [Cl:1][C:2]1[CH:7]=[CH:6][C:5]([C:8]2[N:12]([C:13]3[CH:18]=[CH:17][CH:16]=[CH:15][C:14]=3[O:19][CH3:20])[N:11]=[C:10](B3OC(C)(C)C(C)(C)O3)[CH:9]=2)=[CH:4][CH:3]=1.C([O-])([O-])=[O:31].[Na+].[Na+].CCO.[C:39]1([CH3:45])[CH:44]=[CH:43][CH:42]=[CH:41][CH:40]=1. The catalyst is CCOC(C)=O.C1C=CC([P]([Pd]([P](C2C=CC=CC=2)(C2C=CC=CC=2)C2C=CC=CC=2)([P](C2C=CC=CC=2)(C2C=CC=CC=2)C2C=CC=CC=2)[P](C2C=CC=CC=2)(C2C=CC=CC=2)C2C=CC=CC=2)(C2C=CC=CC=2)C2C=CC=CC=2)=CC=1. The product is [Cl:1][C:2]1[CH:7]=[CH:6][C:5]([C:8]2[N:12]([C:13]3[CH:18]=[CH:17][CH:16]=[CH:15][C:14]=3[O:19][CH3:20])[N:11]=[C:10]([C:41]3[CH2:40][C@H:39]([CH3:45])[O:31][C@@H:43]([CH3:44])[CH:42]=3)[CH:9]=2)=[CH:4][CH:3]=1. The yield is 0.660. (9) The reactants are [CH3:1][C:2]1[CH:7]=[CH:6][CH:5]=[CH:4][C:3]=1[NH:8][C:9]1[O:10][C:11]2[CH:17]=[C:16]([CH2:18][C:19]([N:21]([CH2:23][CH2:24][O:25][C:26]3[CH:35]=[CH:34][C:29]([C:30]([O:32]C)=[O:31])=[CH:28][CH:27]=3)[CH3:22])=[O:20])[CH:15]=[CH:14][C:12]=2[N:13]=1.[OH-].[Na+]. The catalyst is C1COCC1. The product is [CH3:1][C:2]1[CH:7]=[CH:6][CH:5]=[CH:4][C:3]=1[NH:8][C:9]1[O:10][C:11]2[CH:17]=[C:16]([CH2:18][C:19]([N:21]([CH2:23][CH2:24][O:25][C:26]3[CH:27]=[CH:28][C:29]([C:30]([OH:32])=[O:31])=[CH:34][CH:35]=3)[CH3:22])=[O:20])[CH:15]=[CH:14][C:12]=2[N:13]=1. The yield is 0.510. (10) The reactants are [NH:1]1[C:5]2[CH:6]=[CH:7][CH:8]=[CH:9][C:4]=2[N:3]=[C:2]1[CH2:10][N:11]([CH2:22][C:23]1[CH:30]=[CH:29][C:26]([CH:27]=O)=[CH:25][CH:24]=1)[CH:12]1[C:21]2[N:20]=[CH:19][CH:18]=[CH:17][C:16]=2[CH2:15][CH2:14][CH2:13]1.[NH:31]1[CH2:35][CH2:34][CH2:33][CH2:32]1.CC(O)=O.[BH-](OC(C)=O)(OC(C)=O)OC(C)=O.[Na+]. The catalyst is C1COCC1. The product is [NH:1]1[C:5]2[CH:6]=[CH:7][CH:8]=[CH:9][C:4]=2[N:3]=[C:2]1[CH2:10][N:11]([CH2:22][C:23]1[CH:30]=[CH:29][C:26]([CH2:27][N:31]2[CH2:35][CH2:34][CH2:33][CH2:32]2)=[CH:25][CH:24]=1)[CH:12]1[C:21]2[N:20]=[CH:19][CH:18]=[CH:17][C:16]=2[CH2:15][CH2:14][CH2:13]1. The yield is 0.960.